This data is from Forward reaction prediction with 1.9M reactions from USPTO patents (1976-2016). The task is: Predict the product of the given reaction. (1) Given the reactants O1CCCC1.[C:6]([C:11]1[CH:16]=[CH:15][CH:14]=[CH:13][CH:12]=1)(=[O:10])[CH2:7][CH2:8][CH3:9].CCCCCC.[Br:23]Br, predict the reaction product. The product is: [C:11]1([C:6](=[O:10])[CH:7]([Br:23])[CH2:8][CH3:9])[CH:16]=[CH:15][CH:14]=[CH:13][CH:12]=1. (2) Given the reactants [Cl:1][C:2]1[CH:7]=[C:6]([Cl:8])[CH:5]=[CH:4][C:3]=1[OH:9].[H-].[Na+].Cl[C:13]1[C:18]([C:19]([O:21][CH2:22][CH3:23])=[O:20])=[CH:17][N:16]=[C:15]([CH:24]([CH3:26])[CH3:25])[N:14]=1.O, predict the reaction product. The product is: [Cl:1][C:2]1[CH:7]=[C:6]([Cl:8])[CH:5]=[CH:4][C:3]=1[O:9][C:17]1[C:18]([C:19]([O:21][CH2:22][CH3:23])=[O:20])=[CH:13][N:14]=[C:15]([CH:24]([CH3:25])[CH3:26])[N:16]=1. (3) Given the reactants Cl.[C:2]1([NH:8][CH:9]([C:13]2[S:14][CH:15]=[CH:16][CH:17]=2)[C:10]([OH:12])=[O:11])[CH:7]=[CH:6][CH:5]=[CH:4][CH:3]=1.C1CCC(N=C=NC2CCCCC2)CC1.C1C=CC2N(O)N=NC=2C=1.[N:43]12[CH2:50][CH2:49][CH:46]([CH2:47][CH2:48]1)[C@@H:45](O)[CH2:44]2, predict the reaction product. The product is: [C:2]1([NH:8][CH:9]([C:13]2[S:14][CH:15]=[CH:16][CH:17]=2)[C:10]([O:12][C@@H:45]2[CH:46]3[CH2:49][CH2:50][N:43]([CH2:48][CH2:47]3)[CH2:44]2)=[O:11])[CH:3]=[CH:4][CH:5]=[CH:6][CH:7]=1. (4) Given the reactants [Cl:1][C:2]1[CH:7]=[C:6]([O:8][CH3:9])[CH:5]=[CH:4][C:3]=1B(O)O.[NH:13]1[CH:17]=[CH:16][CH:15]=[N:14]1, predict the reaction product. The product is: [Cl:1][C:2]1[CH:7]=[C:6]([O:8][CH3:9])[CH:5]=[CH:4][C:3]=1[N:13]1[CH:17]=[CH:16][CH:15]=[N:14]1. (5) Given the reactants [CH3:1][O:2][C:3]1[CH:8]=[CH:7][C:6]([NH2:9])=[C:5]([N+:10]([O-:12])=[O:11])[CH:4]=1.Cl[C:14](Cl)(Cl)[CH:15]([OH:17])O.S([O-])([O-])(=O)=O.[Na+].[Na+].Cl.[NH2:28][OH:29].Cl, predict the reaction product. The product is: [OH:29][N:28]=[CH:14][C:15]([NH:9][C:6]1[CH:7]=[CH:8][C:3]([O:2][CH3:1])=[CH:4][C:5]=1[N+:10]([O-:12])=[O:11])=[O:17].